Dataset: Forward reaction prediction with 1.9M reactions from USPTO patents (1976-2016). Task: Predict the product of the given reaction. The product is: [Br:1][C:2]1[CH:3]=[C:4]([CH:8]=[CH:9][C:10]=1[CH3:11])[C:5]([NH:18][CH:17]1[CH2:15][CH2:16]1)=[O:7]. Given the reactants [Br:1][C:2]1[CH:3]=[C:4]([CH:8]=[CH:9][C:10]=1[CH3:11])[C:5]([OH:7])=O.Cl.CN(C)[CH2:15][CH2:16][CH2:17][N:18]=C=NCC.C1(N)CC1, predict the reaction product.